Dataset: Reaction yield outcomes from USPTO patents with 853,638 reactions. Task: Predict the reaction yield, written as a fraction of the theoretical maximum amount of product (1.0 means a 100% yield; for example, 0.34 means a 34% yield). (1) The reactants are [C:1]1([CH2:7][CH:8]=O)[CH:6]=[CH:5][CH:4]=[CH:3][CH:2]=1.Cl.[NH2:11][OH:12].N1C=CC=CC=1. The catalyst is CCO. The product is [C:1]1([CH2:7][CH:8]=[N:11][OH:12])[CH:6]=[CH:5][CH:4]=[CH:3][CH:2]=1. The yield is 0.310. (2) The reactants are [F:1][C:2]1[CH:3]=[C:4]([CH:6]=[CH:7][CH:8]=1)[NH2:5].[N:9]([O-])=O.[Na+].C([O-])(=O)C.[Na+].[C:18]([CH2:21][C:22](=[O:24])[CH3:23])(=[O:20])[CH3:19]. The catalyst is O.Cl.C(O)C. The product is [F:1][C:2]1[CH:3]=[C:4]([NH:5][N:9]=[C:21]([C:22](=[O:24])[CH3:23])[C:18](=[O:20])[CH3:19])[CH:6]=[CH:7][CH:8]=1. The yield is 0.330.